This data is from Kir2.1 potassium channel HTS with 301,493 compounds. The task is: Binary Classification. Given a drug SMILES string, predict its activity (active/inactive) in a high-throughput screening assay against a specified biological target. (1) The molecule is Clc1c(SCC(O)CN2CCN(CC2)c2c(F)cccc2)cccc1. The result is 0 (inactive). (2) The molecule is s1c2c(CCCCC2)c(c1NC(=O)c1cccnc1)C(=O)N. The result is 0 (inactive). (3) The compound is S(=O)(=O)(Nc1ccc(F)cc1)c1ccc(C(=O)N2CCN(CC2)C(=O)c2occc2)cc1. The result is 0 (inactive). (4) The drug is Clc1cc(c(NC(=O)c2[nH]cnc2C(=O)NN)cc1)C(=O)c1ccccc1. The result is 0 (inactive). (5) The compound is O1c2cc(CNCc3cc(OCC)c(OC)cc3)ccc2OC1. The result is 0 (inactive).